This data is from Reaction yield outcomes from USPTO patents with 853,638 reactions. The task is: Predict the reaction yield, written as a fraction of the theoretical maximum amount of product (1.0 means a 100% yield; for example, 0.34 means a 34% yield). (1) The reactants are [CH3:1][C:2]1[O:6][N:5]=[C:4]([C:7]2[CH:12]=[CH:11][N:10]=[CH:9][CH:8]=2)[C:3]=1[CH2:13][O:14][C:15]1[CH:23]=[CH:22][C:18]([C:19]([OH:21])=O)=[CH:17][N:16]=1.[NH2:24][CH:25]1[CH2:30][CH2:29][O:28][CH2:27][CH2:26]1. No catalyst specified. The product is [CH3:1][C:2]1[O:6][N:5]=[C:4]([C:7]2[CH:8]=[CH:9][N:10]=[CH:11][CH:12]=2)[C:3]=1[CH2:13][O:14][C:15]1[CH:23]=[CH:22][C:18]([C:19]([NH:24][CH:25]2[CH2:30][CH2:29][O:28][CH2:27][CH2:26]2)=[O:21])=[CH:17][N:16]=1. The yield is 0.700. (2) The reactants are Br[C:2]1[CH:22]=[CH:21][C:5]2[O:6][CH2:7][CH2:8][C:9]3[N:10]([N:11]=[C:12]([C:18]([NH2:20])=[O:19])[C:13]=3[C:14]([NH:16][CH3:17])=[O:15])[C:4]=2[CH:3]=1.[CH3:23][C:24]1[O:28][N:27]=[C:26]([C@:29]([OH:33])([C:31]#[CH:32])[CH3:30])[CH:25]=1. No catalyst specified. The product is [OH:33][C@:29]([C:26]1[CH:25]=[C:24]([CH3:23])[O:28][N:27]=1)([CH3:30])[C:31]#[C:32][C:2]1[CH:22]=[CH:21][C:5]2[O:6][CH2:7][CH2:8][C:9]3[N:10]([N:11]=[C:12]([C:18]([NH2:20])=[O:19])[C:13]=3[C:14]([NH:16][CH3:17])=[O:15])[C:4]=2[CH:3]=1. The yield is 0.260. (3) The reactants are Cl[C:2]1[CH:7]=[C:6]([O:8][C:9]2[CH:14]=[CH:13][C:12]([NH2:15])=[C:11]([F:16])[C:10]=2[CH3:17])[CH:5]=[CH:4][N:3]=1.[CH3:18][N:19]1[CH:23]=[C:22](B2OC(C)(C)C(C)(C)O2)[CH:21]=[N:20]1.C([O-])([O-])=O.[Na+].[Na+]. The catalyst is C1C=CC([P]([Pd]([P](C2C=CC=CC=2)(C2C=CC=CC=2)C2C=CC=CC=2)([P](C2C=CC=CC=2)(C2C=CC=CC=2)C2C=CC=CC=2)[P](C2C=CC=CC=2)(C2C=CC=CC=2)C2C=CC=CC=2)(C2C=CC=CC=2)C2C=CC=CC=2)=CC=1. The product is [F:16][C:11]1[C:10]([CH3:17])=[C:9]([O:8][C:6]2[CH:5]=[CH:4][N:3]=[C:2]([C:22]3[CH:21]=[N:20][N:19]([CH3:18])[CH:23]=3)[CH:7]=2)[CH:14]=[CH:13][C:12]=1[NH2:15]. The yield is 0.750. (4) The reactants are [CH2:1]([N:8]1[CH2:13][CH2:12][CH:11]([CH3:14])[C:10](=O)[CH2:9]1)[C:2]1[CH:7]=[CH:6][CH:5]=[CH:4][CH:3]=1.CO.C(O)(=O)C.[CH3:22][NH2:23]. The catalyst is O1CCCC1. The product is [CH2:1]([N:8]1[CH2:13][CH2:12][CH:11]([CH3:14])[CH:10]([NH:23][CH3:22])[CH2:9]1)[C:2]1[CH:7]=[CH:6][CH:5]=[CH:4][CH:3]=1. The yield is 0.690. (5) The reactants are O1CCOCC1.C(=O)([O-])[O-].[Na+].[Na+].[CH3:13][C:14]1[C:22]2[C:17](=[CH:18][CH:19]=[C:20](B3OC(C)(C)C(C)(C)O3)[CH:21]=2)[NH:16][N:15]=1.Br[C:33]1[S:37][C:36]([N:38]([CH2:42][C@@H:43]([N:51]2C(=O)C3C(=CC=CC=3)C2=O)[CH2:44][C:45]2[CH:50]=[CH:49][CH:48]=[CH:47][CH:46]=2)C(=O)C)=[N:35][CH:34]=1. The catalyst is C1C=CC([P]([Pd]([P](C2C=CC=CC=2)(C2C=CC=CC=2)C2C=CC=CC=2)([P](C2C=CC=CC=2)(C2C=CC=CC=2)C2C=CC=CC=2)[P](C2C=CC=CC=2)(C2C=CC=CC=2)C2C=CC=CC=2)(C2C=CC=CC=2)C2C=CC=CC=2)=CC=1.O. The product is [NH2:51][C@@H:43]([CH2:44][C:45]1[CH:50]=[CH:49][CH:48]=[CH:47][CH:46]=1)[CH2:42][NH:38][C:36]1[S:37][C:33]([C:20]2[CH:21]=[C:22]3[C:17](=[CH:18][CH:19]=2)[NH:16][N:15]=[C:14]3[CH3:13])=[CH:34][N:35]=1. The yield is 0.266. (6) The reactants are [OH-].[Na+].[CH2:3]([O:5][CH2:6][CH2:7][O:8][C:9]1[CH:14]=[C:13]([CH2:15][CH2:16][C:17]([O:19]C)=[O:18])[CH:12]=[CH:11][C:10]=1[C:21]1[CH:26]=[CH:25][CH:24]=[C:23]([N:27]([CH3:38])[C:28]([NH:30][CH2:31][CH2:32][CH2:33][CH2:34][CH2:35][CH2:36][CH3:37])=[O:29])[CH:22]=1)[CH3:4]. The catalyst is O1CCCC1.CO. The product is [CH2:3]([O:5][CH2:6][CH2:7][O:8][C:9]1[CH:14]=[C:13]([CH2:15][CH2:16][C:17]([OH:19])=[O:18])[CH:12]=[CH:11][C:10]=1[C:21]1[CH:26]=[CH:25][CH:24]=[C:23]([N:27]([CH3:38])[C:28]([NH:30][CH2:31][CH2:32][CH2:33][CH2:34][CH2:35][CH2:36][CH3:37])=[O:29])[CH:22]=1)[CH3:4]. The yield is 0.620. (7) The reactants are [F:1][C:2]1[CH:3]=[C:4]([C:9]2[CH:10]=[C:11]([CH2:20][O:21][S:22]([CH3:25])(=[O:24])=[O:23])[C:12](=[O:19])[N:13]([CH2:15][CH:16]([CH3:18])[CH3:17])[N:14]=2)[CH:5]=[CH:6][C:7]=1C.[F:26]C1C=C(C2C=C(CO)C(=O)N(CC(C)C)N=2)C=CC=1F. No catalyst specified. The product is [F:1][C:2]1[CH:3]=[C:4]([C:9]2[CH:10]=[C:11]([CH2:20][O:21][S:22]([CH3:25])(=[O:24])=[O:23])[C:12](=[O:19])[N:13]([CH2:15][CH:16]([CH3:18])[CH3:17])[N:14]=2)[CH:5]=[CH:6][C:7]=1[F:26]. The yield is 0.814. (8) The reactants are [CH2:1]([O:3][C:4]1[CH:5]=[C:6]([CH:11]=[C:12]([N+:14]([O-])=O)[CH:13]=1)[C:7]([O:9][CH3:10])=[O:8])[CH3:2].CO.O. The catalyst is [Pd].CC(C)=O. The product is [NH2:14][C:12]1[CH:11]=[C:6]([CH:5]=[C:4]([O:3][CH2:1][CH3:2])[CH:13]=1)[C:7]([O:9][CH3:10])=[O:8]. The yield is 0.922. (9) The reactants are OC[CH2:3][C:4]1[CH:9]=[CH:8][C:7]([O:10][C:11](=[O:20])[N:12]([CH3:19])[C:13]2[CH:18]=[CH:17][CH:16]=[CH:15][CH:14]=2)=[CH:6][CH:5]=1.[OH:21][C:22]1[CH:27]=[CH:26][CH:25]=[CH:24][N:23]=1.N1C=CC=CC=1OCCC1C=CC(OC(=O)N(C)C2C=CC=CC=2)=CC=1. No catalyst specified. The product is [O:21]=[C:22]1[CH:27]=[CH:26][CH:25]=[CH:24][N:23]1[CH2:3][C:4]1[CH:5]=[CH:6][C:7]([O:10][C:11](=[O:20])[N:12]([CH3:19])[C:13]2[CH:14]=[CH:15][CH:16]=[CH:17][CH:18]=2)=[CH:8][CH:9]=1. The yield is 0.290. (10) The product is [C:1]([N:4]([C:27]1[CH:32]=[CH:31][C:30]([Cl:33])=[CH:29][CH:28]=1)[C@H:5]1[C:14]2[C:9](=[CH:10][CH:11]=[CH:12][CH:13]=2)[N:8]([C:15]([C:17]2[S:21][C:20]([C:22]([OH:24])=[O:23])=[CH:19][CH:18]=2)=[O:16])[C@@H:7]([CH3:26])[CH2:6]1)(=[O:3])[CH3:2]. The yield is 0.990. The reactants are [C:1]([N:4]([C:27]1[CH:32]=[CH:31][C:30]([Cl:33])=[CH:29][CH:28]=1)[C@H:5]1[C:14]2[C:9](=[CH:10][CH:11]=[CH:12][CH:13]=2)[N:8]([C:15]([C:17]2[S:21][C:20]([C:22]([O:24]C)=[O:23])=[CH:19][CH:18]=2)=[O:16])[C@@H:7]([CH3:26])[CH2:6]1)(=[O:3])[CH3:2].C(=O)([O-])[O-].[K+].[K+]. The catalyst is CO.O.